From a dataset of Full USPTO retrosynthesis dataset with 1.9M reactions from patents (1976-2016). Predict the reactants needed to synthesize the given product. (1) Given the product [C:72]1([C:75]2[CH:80]=[CH:79][CH:78]=[CH:77][CH:76]=2)[CH:73]=[CH:74][C:69]([CH2:68][C@@H:38]([NH:37][C:25]([C:21]2[C:17]3[N:18]=[CH:19][N:20]=[C:15]([C:7]4[C:8]5[O:12][CH2:11][O:10][C:9]=5[CH:13]=[CH:14][C:6]=4[O:5][CH2:4][CH:1]4[CH2:2][CH2:3]4)[C:16]=3[NH:23][C:22]=2[CH3:24])=[O:26])[C:39]([N:41]2[CH2:42][CH2:43][CH:44]([N:47]3[N:56]=[C:55]([C:57]4[CH:62]=[CH:61][C:60]([O:63][CH3:64])=[C:59]([O:65][CH3:66])[CH:58]=4)[C@@H:54]4[C@@H:49]([CH2:50][CH2:51][CH2:52][CH2:53]4)[C:48]3=[O:67])[CH2:45][CH2:46]2)=[O:40])=[CH:70][CH:71]=1, predict the reactants needed to synthesize it. The reactants are: [CH:1]1([CH2:4][O:5][C:6]2[CH:14]=[CH:13][C:9]3[O:10][CH2:11][O:12][C:8]=3[C:7]=2[C:15]2[C:16]3[NH:23][C:22]([CH3:24])=[C:21]([C:25](O)=[O:26])[C:17]=3[N:18]=[CH:19][N:20]=2)[CH2:3][CH2:2]1.CCN(C(C)C)C(C)C.[NH2:37][C@H:38]([CH2:68][C:69]1[CH:74]=[CH:73][C:72]([C:75]2[CH:80]=[CH:79][CH:78]=[CH:77][CH:76]=2)=[CH:71][CH:70]=1)[C:39]([N:41]1[CH2:46][CH2:45][CH:44]([N:47]2[N:56]=[C:55]([C:57]3[CH:62]=[CH:61][C:60]([O:63][CH3:64])=[C:59]([O:65][CH3:66])[CH:58]=3)[C@@H:54]3[C@@H:49]([CH2:50][CH2:51][CH2:52][CH2:53]3)[C:48]2=[O:67])[CH2:43][CH2:42]1)=[O:40].CCOC(C(C#N)=NOC(N1CCOCC1)=[N+](C)C)=O.F[P-](F)(F)(F)(F)F.C(=O)(O)[O-].[Na+]. (2) Given the product [CH3:1][C@H:2]([NH:7][C:8]([C:10]1[C:18]2[C:13](=[N:14][CH:15]=[C:16]([O:58][C:72]3[CH:73]=[C:74]4[C:34](=[CH:32][CH:71]=3)[CH2:42][CH2:37][C@H:75]4[NH:70][C:52](=[O:54])[CH3:53])[N:17]=2)[NH:12][CH:11]=1)=[O:9])[C:3]([CH3:4])([CH3:5])[CH3:6], predict the reactants needed to synthesize it. The reactants are: [CH3:1][C@H:2]([NH:7][C:8]([C:10]1[C:18]2[C:13](=[N:14][CH:15]=[C:16](Br)[N:17]=2)[N:12](COCC[Si](C)(C)C)[CH:11]=1)=[O:9])[C:3]([CH3:6])([CH3:5])[CH3:4].C(N[C:32]([C:34]1[C:42]2[C:37](=NC=C(Br)N=2)N(COCC[Si](C)(C)C)C=1)=O)(C)C.[C:52](Cl)(=[O:54])[CH3:53].CS(Cl)(=O)=[O:58].C(N(C(C)C)CC)(C)C.[N:70]1[CH:75]=[CH:74][CH:73]=[CH:72][CH:71]=1.